From a dataset of Catalyst prediction with 721,799 reactions and 888 catalyst types from USPTO. Predict which catalyst facilitates the given reaction. (1) Reactant: [Cl:1][C:2]1[C:3]([F:31])=[C:4]([CH:8]2[C:12]([C:15]3[CH:20]=[CH:19][C:18]([Cl:21])=[CH:17][C:16]=3[F:22])([C:13]#[N:14])[CH:11]([CH2:23][C:24]([CH3:27])([CH3:26])[CH3:25])[NH:10][CH:9]2[C:28]([OH:30])=O)[CH:5]=[CH:6][CH:7]=1.CN(C(ON1N=NC2C=CC=NC1=2)=[N+](C)C)C.F[P-](F)(F)(F)(F)F.[CH3:56][O:57][C:58](=[O:68])[C:59]1[CH:64]=[CH:63][C:62]([NH2:65])=[CH:61][C:60]=1[O:66][CH3:67].C(N(C(C)C)CC)(C)C. Product: [CH3:56][O:57][C:58](=[O:68])[C:59]1[CH:64]=[CH:63][C:62]([NH:65][C:28]([C@H:9]2[C@H:8]([C:4]3[CH:5]=[CH:6][CH:7]=[C:2]([Cl:1])[C:3]=3[F:31])[C@:12]([C:15]3[CH:20]=[CH:19][C:18]([Cl:21])=[CH:17][C:16]=3[F:22])([C:13]#[N:14])[C@H:11]([CH2:23][C:24]([CH3:27])([CH3:25])[CH3:26])[NH:10]2)=[O:30])=[CH:61][C:60]=1[O:66][CH3:67]. The catalyst class is: 2. (2) Reactant: [OH:1][CH2:2][C:3]1[O:7][N:6]=[C:5]([CH:8]([CH2:21][CH3:22])[CH2:9][C@H:10]([C:18]([O-:20])=[O:19])[C:11]([O:13][C:14]([CH3:17])([CH3:16])[CH3:15])=[O:12])[CH:4]=1.CN(C=O)C.[CH2:28](Br)[C:29]1[CH:34]=[CH:33][CH:32]=[CH:31][CH:30]=1.C(=O)([O-])O.[K+]. Product: [OH:1][CH2:2][C:3]1[O:7][N:6]=[C:5]([CH:8]([CH2:21][CH3:22])[CH2:9][C@@H:10]([C:11]([O:13][C:14]([CH3:15])([CH3:16])[CH3:17])=[O:12])[C:18]([O:20][CH2:28][C:29]2[CH:34]=[CH:33][CH:32]=[CH:31][CH:30]=2)=[O:19])[CH:4]=1. The catalyst class is: 6. (3) Reactant: [O:1]=[C:2]1[CH2:7][CH2:6][N:5]([C:8]([O:10][CH2:11][C:12]2[CH:17]=[CH:16][CH:15]=[CH:14][CH:13]=2)=[O:9])[CH2:4][CH2:3]1.[CH3:18][Si:19](Cl)([CH3:21])[CH3:20]. Product: [CH2:11]([O:10][C:8]([N:5]1[CH2:4][CH:3]=[C:2]([O:1][Si:19]([CH3:21])([CH3:20])[CH3:18])[CH2:7][CH2:6]1)=[O:9])[C:12]1[CH:17]=[CH:16][CH:15]=[CH:14][CH:13]=1. The catalyst class is: 3. (4) Reactant: N[C@H:2]1[CH2:7][CH2:6][N:5]([C:8]([O:10][C:11]([CH3:14])([CH3:13])[CH3:12])=[O:9])[CH2:4][C@@H:3]1[C:15]([O:17][CH3:18])=[O:16].C(N([CH2:24][CH3:25])CC)C. The catalyst class is: 4. Product: [CH2:11]([O:10][C:8]([C@H:2]1[CH2:7][CH2:6][N:5]([C:8]([O:10][C:11]([CH3:14])([CH3:13])[CH3:12])=[O:9])[CH2:4][C@H:3]1[C:15]([O:17][CH3:18])=[O:16])=[O:9])[C:25]1[CH:24]=[CH:4][CH:3]=[CH:2][CH:7]=1. (5) Reactant: [C:1]([O:5][C:6]([CH:8]1[CH2:13][CH:12]2[CH2:14][CH:9]1[C:10](=[O:15])[O:11]2)=[O:7])([CH3:4])([CH3:3])[CH3:2].[OH-].[Li+].Cl.Cl.[CH2:20]([O:22][C:23]([C@:25]1([NH2:30])[CH2:27][C@H:26]1[CH:28]=[CH2:29])=[O:24])[CH3:21].C(N(C(C)C)CC)(C)C.CN(C(ON1N=NC2C=CC=NC1=2)=[N+](C)C)C.F[P-](F)(F)(F)(F)F. Product: [C:1]([O:5][C:6]([C@@H:8]1[CH2:13][C@@H:12]([OH:11])[CH2:14][C@H:9]1[C:10](=[O:15])[NH:30][C@:25]1([C:23]([O:22][CH2:20][CH3:21])=[O:24])[CH2:27][C@H:26]1[CH:28]=[CH2:29])=[O:7])([CH3:4])([CH3:3])[CH3:2]. The catalyst class is: 38.